Predict the reactants needed to synthesize the given product. From a dataset of Full USPTO retrosynthesis dataset with 1.9M reactions from patents (1976-2016). (1) Given the product [O:16]1[CH2:17][CH2:18][CH:13]([NH:12][C:4]([C:6]2[S:10][C:9]([Cl:11])=[N:8][CH:7]=2)=[O:5])[CH2:14][CH2:15]1, predict the reactants needed to synthesize it. The reactants are: C(O[C:4]([C:6]1[S:10][C:9]([Cl:11])=[N:8][CH:7]=1)=[O:5])C.[NH2:12][CH:13]1[CH2:18][CH2:17][O:16][CH2:15][CH2:14]1. (2) Given the product [CH2:1]([N:8]1[C:16]2[C:11](=[CH:12][CH:13]=[C:14]([Br:17])[CH:15]=2)[C:10]([S:18][C:19]2[CH:20]=[C:21]([CH:25]=[CH:26][CH:27]=2)[C:22]([NH:33][CH2:32][CH2:31][N:30]([CH3:34])[CH3:29])=[O:23])=[C:9]1[CH3:28])[C:2]1[CH:7]=[CH:6][CH:5]=[CH:4][CH:3]=1, predict the reactants needed to synthesize it. The reactants are: [CH2:1]([N:8]1[C:16]2[C:11](=[CH:12][CH:13]=[C:14]([Br:17])[CH:15]=2)[C:10]([S:18][C:19]2[CH:20]=[C:21]([CH:25]=[CH:26][CH:27]=2)[C:22](O)=[O:23])=[C:9]1[CH3:28])[C:2]1[CH:7]=[CH:6][CH:5]=[CH:4][CH:3]=1.[CH3:29][N:30]([CH3:34])[CH2:31][CH2:32][NH2:33]. (3) Given the product [CH:5]([OH:7])=[O:6].[CH3:2][CH:3]([CH2:8][N:9]1[CH2:14][CH2:13][CH2:12][CH2:11][CH2:10]1)[CH2:4][C:5]([NH:33][C:32]1[NH:28][N:29]=[C:30]([C:34]2[CH:35]=[C:36]3[C:41](=[CH:42][CH:43]=2)[N:40]=[CH:39][CH:38]=[CH:37]3)[CH:31]=1)=[O:7], predict the reactants needed to synthesize it. The reactants are: Cl.[CH3:2][CH:3]([CH2:8][N:9]1[CH2:14][CH2:13][CH2:12][CH2:11][CH2:10]1)[CH2:4][C:5]([OH:7])=[O:6].C(Cl)(=O)C(Cl)=O.C(OC([N:28]1[C:32]([NH2:33])=[CH:31][C:30]([C:34]2[CH:35]=[C:36]3[C:41](=[CH:42][CH:43]=2)[N:40]=[CH:39][CH:38]=[CH:37]3)=[N:29]1)=O)(C)(C)C.Cl.